The task is: Predict the product of the given reaction.. This data is from Forward reaction prediction with 1.9M reactions from USPTO patents (1976-2016). Given the reactants C(O)(=O)[C:2]1[CH:7]=[CH:6][CH:5]=[CH:4][CH:3]=1.CC[N:12]=[C:13]=[N:14][CH2:15][CH2:16][CH2:17]N(C)C.[C:21](O)(=O)[CH2:22][C:23]([CH2:28]C(O)=O)(C(O)=O)O.[C:34](=[O:37])([O-])[O-].[Na+].[Na+].CN([CH:43]=[O:44])C, predict the reaction product. The product is: [CH3:43][O:44][C:17]1[CH:16]=[C:15]2[C:21]([C:34]([OH:37])=[N:12][C:13]([C:2]3[CH:3]=[CH:4][CH:5]=[CH:6][CH:7]=3)=[N:14]2)=[CH:22][C:23]=1[CH3:28].